This data is from Forward reaction prediction with 1.9M reactions from USPTO patents (1976-2016). The task is: Predict the product of the given reaction. (1) Given the reactants [N:1]1([CH2:6][CH2:7][O:8][C:9]2[CH:14]=[CH:13][C:12]([NH2:15])=[CH:11][CH:10]=2)[CH2:5][CH2:4][CH2:3][CH2:2]1.[O:16]1[CH2:21][CH2:20][CH2:19][CH2:18][CH:17]1[O:22][C:23]1[CH:30]=[CH:29][C:26]([CH:27]=O)=[CH:25][CH:24]=1.S([O-])([O-])(=O)=O.[Mg+2], predict the reaction product. The product is: [N:1]1([CH2:6][CH2:7][O:8][C:9]2[CH:10]=[CH:11][C:12]([N:15]=[CH:27][C:26]3[CH:25]=[CH:24][C:23]([O:22][CH:17]4[CH2:18][CH2:19][CH2:20][CH2:21][O:16]4)=[CH:30][CH:29]=3)=[CH:13][CH:14]=2)[CH2:5][CH2:4][CH2:3][CH2:2]1. (2) Given the reactants O[C:2]([C:4](F)(F)F)=O.[NH2:8][C:9]1[C:18]2[C:13](=[CH:14][CH:15]=[C:16]([C:19]([OH:21])=[O:20])[CH:17]=2)[CH:12]=[CH:11][N:10]=1.S(Cl)([Cl:24])=O, predict the reaction product. The product is: [ClH:24].[NH2:8][C:9]1[C:18]2[C:13](=[CH:14][CH:15]=[C:16]([C:19]([O:21][CH2:2][CH3:4])=[O:20])[CH:17]=2)[CH:12]=[CH:11][N:10]=1. (3) Given the reactants [NH:1]1[C:9]2[C:4](=[CH:5][CH:6]=[CH:7][CH:8]=2)[C@@:3]2([C:21]3[C:12](=[CH:13][C:14]4[O:19][CH2:18][CH2:17][O:16][C:15]=4[CH:20]=3)[O:11][CH2:10]2)[C:2]1=[O:22].N1C2C(=CC=CC=2)C2(C3=CC4OCOC=4C=C3OC2)C1=O.CC1C=CC(S(O[CH2:55][C@H:56]2[CH2:61][O:60][CH2:59][CH2:58][O:57]2)(=O)=O)=CC=1, predict the reaction product. The product is: [O:57]1[CH2:58][CH2:59][O:60][CH2:61][C@H:56]1[CH2:55][N:1]1[C:9]2[C:4](=[CH:5][CH:6]=[CH:7][CH:8]=2)[C@@:3]2([C:21]3[C:12](=[CH:13][C:14]4[O:19][CH2:18][CH2:17][O:16][C:15]=4[CH:20]=3)[O:11][CH2:10]2)[C:2]1=[O:22].